This data is from Full USPTO retrosynthesis dataset with 1.9M reactions from patents (1976-2016). The task is: Predict the reactants needed to synthesize the given product. Given the product [CH3:23][O:22][C:19]1[CH:20]=[CH:21][C:16]([CH2:15][O:14][CH2:13][C:12]([NH:2][NH2:3])=[O:11])=[CH:17][CH:18]=1, predict the reactants needed to synthesize it. The reactants are: O.[NH2:2][NH2:3].N1C=CC=CC=1.C[O:11][C:12](=O)[CH2:13][O:14][CH2:15][C:16]1[CH:21]=[CH:20][C:19]([O:22][CH3:23])=[CH:18][CH:17]=1.